From a dataset of Merck oncology drug combination screen with 23,052 pairs across 39 cell lines. Regression. Given two drug SMILES strings and cell line genomic features, predict the synergy score measuring deviation from expected non-interaction effect. (1) Drug 1: COc1cccc2c1C(=O)c1c(O)c3c(c(O)c1C2=O)CC(O)(C(=O)CO)CC3OC1CC(N)C(O)C(C)O1. Drug 2: C=CCn1c(=O)c2cnc(Nc3ccc(N4CCN(C)CC4)cc3)nc2n1-c1cccc(C(C)(C)O)n1. Cell line: NCIH520. Synergy scores: synergy=3.83. (2) Drug 1: O=P1(N(CCCl)CCCl)NCCCO1. Drug 2: NC(=O)c1cccc2cn(-c3ccc(C4CCCNC4)cc3)nc12. Cell line: LOVO. Synergy scores: synergy=-13.7. (3) Drug 1: CC1(c2nc3c(C(N)=O)cccc3[nH]2)CCCN1. Drug 2: CCC1(O)C(=O)OCc2c1cc1n(c2=O)Cc2cc3c(CN(C)C)c(O)ccc3nc2-1. Cell line: OCUBM. Synergy scores: synergy=-9.49. (4) Drug 1: N#Cc1ccc(Cn2cncc2CN2CCN(c3cccc(Cl)c3)C(=O)C2)cc1. Drug 2: NC(=O)c1cccc2cn(-c3ccc(C4CCCNC4)cc3)nc12. Cell line: LNCAP. Synergy scores: synergy=-73.6.